From a dataset of CYP3A4 inhibition data for predicting drug metabolism from PubChem BioAssay. Regression/Classification. Given a drug SMILES string, predict its absorption, distribution, metabolism, or excretion properties. Task type varies by dataset: regression for continuous measurements (e.g., permeability, clearance, half-life) or binary classification for categorical outcomes (e.g., BBB penetration, CYP inhibition). Dataset: cyp3a4_veith. (1) The molecule is CCOc1ccc(N2C(=O)CN=C2Nc2ccccc2F)cc1. The result is 0 (non-inhibitor). (2) The molecule is COc1cc(-c2nc3ccccn3c2/N=C/c2ccccc2)ccc1O. The result is 1 (inhibitor). (3) The molecule is C[C@H]1/C=C\C=CCC/C=C\C=C/C=C\C=C[C@@H](O[C@H]2O[C@@H](C)[C@@H](O)[C@@H](N)[C@@H]2O)C[C@@H]2O[C@](O)(C[C@@H](O)[C@@H](O)CC[C@@H](O)C[C@@H](O)C[C@@H](O)CC(=O)O[C@@H](C)[C@@H](C)[C@H]1O)C[C@@H](O)[C@H]2C(=O)O. The result is 0 (non-inhibitor). (4) The compound is O=c1oc2cc(N=Cc3ccc4c(c3)OCO4)ccc2c2ccccc12. The result is 1 (inhibitor).